From a dataset of Reaction yield outcomes from USPTO patents with 853,638 reactions. Predict the reaction yield, written as a fraction of the theoretical maximum amount of product (1.0 means a 100% yield; for example, 0.34 means a 34% yield). (1) The reactants are Br[C:2]1[CH:7]=[CH:6][CH:5]=[CH:4][C:3]=1[CH:8]([CH2:13][CH2:14][CH3:15])[C:9]([O:11][CH3:12])=[O:10].C(=O)([O-])[O-].[Na+].[Na+].[C:22]1(B(O)O)[CH:27]=[CH:26][CH:25]=[CH:24][CH:23]=1.C(O)C. The catalyst is C1(C)C=CC=CC=1.C1(P(C2C=CC=CC=2)C2C=CC=CC=2)C=CC=CC=1.C1(P(C2C=CC=CC=2)C2C=CC=CC=2)C=CC=CC=1.C1(P(C2C=CC=CC=2)C2C=CC=CC=2)C=CC=CC=1.C1(P(C2C=CC=CC=2)C2C=CC=CC=2)C=CC=CC=1.[Pd].O. The product is [C:22]1([C:2]2[CH:7]=[CH:6][CH:5]=[CH:4][C:3]=2[CH:8]([CH2:13][CH2:14][CH3:15])[C:9]([O:11][CH3:12])=[O:10])[CH:27]=[CH:26][CH:25]=[CH:24][CH:23]=1. The yield is 0.660. (2) The reactants are I[C:2]1[CH:3]=[CH:4][C:5]([C:8]([N:10]2[CH2:15][CH2:14][CH2:13][CH2:12][CH2:11]2)=[O:9])=[N:6][CH:7]=1.C(P(C(C)(C)C)C1C=CC=CC=1C1C=CC=CC=1)(C)(C)C.[NH:37]1[CH2:42][CH2:41][O:40][CH2:39][CH2:38]1.CC(C)([O-])C.[Na+]. The catalyst is C1(C)C=CC=CC=1.C([O-])(=O)C.[Pd+2].C([O-])(=O)C.C(OCC)(=O)C. The product is [N:10]1([C:8]([C:5]2[N:6]=[CH:7][C:2]([N:37]3[CH2:42][CH2:41][O:40][CH2:39][CH2:38]3)=[CH:3][CH:4]=2)=[O:9])[CH2:15][CH2:14][CH2:13][CH2:12][CH2:11]1. The yield is 0.370. (3) The reactants are [CH:1]([N:4]1[CH2:9][CH2:8][CH:7]([O:10][C:11]2[CH:19]=[CH:18][C:17]3[N:16]4[CH2:20][CH2:21][NH:22][C:23](=[O:24])[C:15]4=[CH:14][C:13]=3[CH:12]=2)[CH2:6][CH2:5]1)([CH3:3])[CH3:2].[H-].[Na+].Br[CH:28]([CH3:30])[CH3:29]. No catalyst specified. The product is [CH:28]([N:22]1[CH2:21][CH2:20][N:16]2[C:17]3[CH:18]=[CH:19][C:11]([O:10][CH:7]4[CH2:8][CH2:9][N:4]([CH:1]([CH3:3])[CH3:2])[CH2:5][CH2:6]4)=[CH:12][C:13]=3[CH:14]=[C:15]2[C:23]1=[O:24])([CH3:30])[CH3:29]. The yield is 0.100. (4) The reactants are [Cl:1][C:2]1[C:3]([N+:10]([O-])=O)=[CH:4][C:5]([F:9])=[C:6]([O-:8])[CH:7]=1.[K+].[NH4+].[Cl-]. The catalyst is CCO.O.CO.C(OCC)(=O)C.[Fe]. The product is [NH2:10][C:3]1[C:2]([Cl:1])=[CH:7][C:6]([OH:8])=[C:5]([F:9])[CH:4]=1. The yield is 0.853. (5) The reactants are [CH2:1]([O:8][N:9]1[C:15](=[O:16])[N:14]2[CH2:17][C@H:10]1[CH2:11][CH2:12][C@H:13]2[C:18]([OH:20])=O)[C:2]1[CH:7]=[CH:6][CH:5]=[CH:4][CH:3]=1.[NH2:21][O:22][CH:23]1[CH2:28][CH2:27][N:26]([C:29]([NH:38][C:39](=[O:45])[O:40][C:41]([CH3:44])([CH3:43])[CH3:42])=[N:30][C:31](=[O:37])[O:32][C:33]([CH3:36])([CH3:35])[CH3:34])[CH2:25][CH2:24]1.ON1C2C=CC=CC=2N=N1.Cl.C(N=C=NCCCN(C)C)C. The catalyst is C(Cl)Cl. The product is [CH2:1]([O:8][N:9]1[C:15](=[O:16])[N:14]2[CH2:17][C@H:10]1[CH2:11][CH2:12][C@H:13]2[C:18]([NH:21][O:22][CH:23]1[CH2:24][CH2:25][N:26]([C:29]([NH:38][C:39](=[O:45])[O:40][C:41]([CH3:44])([CH3:43])[CH3:42])=[N:30][C:31](=[O:37])[O:32][C:33]([CH3:35])([CH3:36])[CH3:34])[CH2:27][CH2:28]1)=[O:20])[C:2]1[CH:3]=[CH:4][CH:5]=[CH:6][CH:7]=1. The yield is 0.740. (6) The yield is 0.100. The product is [CH2:17]([C:12]1[CH:13]=[CH:14][CH:15]=[CH:16][C:11]=1[NH:10][C:8]([C:3]1[C:4]([CH3:7])=[N:5][S:6][C:2]=1[NH:1][C:20]1[CH:25]=[CH:24][N:23]=[CH:22][N:21]=1)=[O:9])[CH3:18]. The catalyst is O1CCOCC1.CN(C=O)C.C([O-])(=O)C.[Pd+2].C([O-])(=O)C. The reactants are [NH2:1][C:2]1[S:6][N:5]=[C:4]([CH3:7])[C:3]=1[C:8]([NH:10][C:11]1[CH:16]=[CH:15][CH:14]=[CH:13][C:12]=1[CH2:17][CH3:18])=[O:9].Cl[C:20]1[CH:25]=[CH:24][N:23]=[CH:22][N:21]=1.C(=O)([O-])[O-].[Cs+].[Cs+].CC1(C)C2C(=C(P(C3C=CC=CC=3)C3C=CC=CC=3)C=CC=2)OC2C(P(C3C=CC=CC=3)C3C=CC=CC=3)=CC=CC1=2. (7) The reactants are [NH2:1][C:2]1[C:7]([C:8]([C:10]2[CH:11]=[N:12][C:13](F)=[CH:14][CH:15]=2)=[O:9])=[CH:6][C:5]([Br:17])=[CH:4][N:3]=1.[CH3:18][O:19][CH2:20][CH2:21][NH2:22].C(N(CC)CC)C. The catalyst is CCO.O. The product is [NH2:1][C:2]1[C:7]([C:8]([C:10]2[CH:11]=[N:12][C:13]([NH:22][CH2:21][CH2:20][O:19][CH3:18])=[CH:14][CH:15]=2)=[O:9])=[CH:6][C:5]([Br:17])=[CH:4][N:3]=1. The yield is 0.860. (8) The reactants are [NH:1]1[CH2:6][CH2:5][CH:4]([CH2:7][N:8]2[C:16]3[C:11](=[CH:12][CH:13]=[CH:14][CH:15]=3)[C:10]3([C:20]4=[CH:21][C:22]5[O:26][CH2:25][O:24][C:23]=5[CH:27]=[C:19]4[O:18][CH2:17]3)[C:9]2=[O:28])[CH2:3][CH2:2]1.C=O.[C:31](O[BH-](OC(=O)C)OC(=O)C)(=O)C.[Na+].[Cl:45]C(Cl)C. The catalyst is ClCCl. The product is [ClH:45].[CH3:31][N:1]1[CH2:6][CH2:5][CH:4]([CH2:7][N:8]2[C:16]3[C:11](=[CH:12][CH:13]=[CH:14][CH:15]=3)[C:10]3([C:20]4=[CH:21][C:22]5[O:26][CH2:25][O:24][C:23]=5[CH:27]=[C:19]4[O:18][CH2:17]3)[C:9]2=[O:28])[CH2:3][CH2:2]1. The yield is 0.200. (9) The reactants are C([Li])(C)(C)C.CCCCC.[Cl:11][C:12]1[CH:17]=[CH:16][C:15]([Cl:18])=[CH:14][N:13]=1.[N:19]1[CH:24]=[CH:23][C:22]([CH:25]=[O:26])=[CH:21][CH:20]=1. The catalyst is CO.O.CCOCC. The product is [Cl:18][C:15]1[C:14]([CH:25]([C:22]2[CH:23]=[CH:24][N:19]=[CH:20][CH:21]=2)[OH:26])=[N:13][C:12]([Cl:11])=[CH:17][CH:16]=1. The yield is 0.470. (10) The reactants are Cl[C:2]1[N:11]=[CH:10][C:9]2[C:4](=[CH:5][C:6]([O:14][CH3:15])=[C:7]([O:12][CH3:13])[CH:8]=2)[N:3]=1.[NH2:16][C:17]1[CH:22]=[CH:21][C:20]([S:23]([NH2:26])(=[O:25])=[O:24])=[CH:19][CH:18]=1. The catalyst is C(O)(C)C. The product is [CH3:13][O:12][C:7]1[CH:8]=[C:9]2[C:4](=[CH:5][C:6]=1[O:14][CH3:15])[N:3]=[C:2]([NH:16][C:17]1[CH:22]=[CH:21][C:20]([S:23]([NH2:26])(=[O:24])=[O:25])=[CH:19][CH:18]=1)[N:11]=[CH:10]2. The yield is 0.870.